From a dataset of Forward reaction prediction with 1.9M reactions from USPTO patents (1976-2016). Predict the product of the given reaction. (1) Given the reactants Br[C:2]1[N:6]([C:7]2[CH:12]=[CH:11][C:10]([O:13][CH3:14])=[CH:9][CH:8]=2)[N:5]=[C:4]([CH2:15][CH2:16][CH3:17])[CH:3]=1.[CH3:18][C:19]1[C:23](B(O)O)=[C:22]([CH3:27])[O:21][N:20]=1.C([O-])([O-])=O.[K+].[K+].[I-].[Na+], predict the reaction product. The product is: [CH3:14][O:13][C:10]1[CH:11]=[CH:12][C:7]([N:6]2[C:2]([C:23]3[C:19]([CH3:18])=[N:20][O:21][C:22]=3[CH3:27])=[CH:3][C:4]([CH2:15][CH2:16][CH3:17])=[N:5]2)=[CH:8][CH:9]=1. (2) The product is: [CH3:18][O:17][CH:4]([CH2:5][C:6]1[CH:11]=[CH:10][CH:9]=[C:8]([O:12][CH2:13][CH2:14][CH2:15][O:30][C:21]2[CH:22]=[CH:23][C:24]3[C:29](=[CH:28][CH:27]=[CH:26][CH:25]=3)[CH:20]=2)[CH:7]=1)[C:3]([OH:2])=[O:19]. Given the reactants C[O:2][C:3](=[O:19])[CH:4]([O:17][CH3:18])[CH2:5][C:6]1[CH:11]=[CH:10][CH:9]=[C:8]([O:12][CH2:13][CH2:14][CH2:15]Br)[CH:7]=1.[CH:20]1[C:29]2[C:24](=[CH:25][CH:26]=[CH:27][CH:28]=2)[CH:23]=[CH:22][C:21]=1[OH:30].CO[C@@H](CC1C=CC(OCCCOC2C=CC=CC=2)=CC=1)C(O)=O, predict the reaction product.